Dataset: NCI-60 drug combinations with 297,098 pairs across 59 cell lines. Task: Regression. Given two drug SMILES strings and cell line genomic features, predict the synergy score measuring deviation from expected non-interaction effect. Drug 1: CC1=C(C=C(C=C1)NC2=NC=CC(=N2)N(C)C3=CC4=NN(C(=C4C=C3)C)C)S(=O)(=O)N.Cl. Drug 2: CC=C1C(=O)NC(C(=O)OC2CC(=O)NC(C(=O)NC(CSSCCC=C2)C(=O)N1)C(C)C)C(C)C. Cell line: SN12C. Synergy scores: CSS=45.9, Synergy_ZIP=0.370, Synergy_Bliss=4.45, Synergy_Loewe=3.19, Synergy_HSA=3.16.